Dataset: Catalyst prediction with 721,799 reactions and 888 catalyst types from USPTO. Task: Predict which catalyst facilitates the given reaction. Reactant: C(Cl)(=O)C(Cl)=O.[Cl:7][C:8]1[CH:13]=[CH:12][C:11]([C:14]2[S:18][C:17]([C:19](O)=[O:20])=[C:16]([C:22]3[CH:27]=[CH:26][C:25]([S:28](=[O:31])(=[O:30])[NH2:29])=[CH:24][CH:23]=3)[CH:15]=2)=[CH:10][CH:9]=1.[CH3:32][N:33]([CH:35]=O)[CH3:34].C(N(CC)CC)C.Cl.[CH3:45][NH:46][O:47][CH3:48]. Product: [Cl:7][C:8]1[CH:13]=[CH:12][C:11]([C:14]2[S:18][C:17]([C:19]([N:46]([O:47][CH3:48])[CH3:45])=[O:20])=[C:16]([C:22]3[CH:23]=[CH:24][C:25]([S:28](=[O:31])(=[O:30])[N:29]=[CH:35][N:33]([CH3:32])[CH3:34])=[CH:26][CH:27]=3)[CH:15]=2)=[CH:10][CH:9]=1. The catalyst class is: 4.